This data is from Forward reaction prediction with 1.9M reactions from USPTO patents (1976-2016). The task is: Predict the product of the given reaction. (1) Given the reactants [CH:1]([C:3]1[CH:4]=[C:5]([C:14]([OH:16])=[O:15])[C:6](=[O:13])[N:7]2[C:12]=1[CH:11]=[CH:10][CH:9]=[CH:8]2)=O.[F:17][C:18]1[CH:19]=[C:20]([CH:25]2[CH2:30][CH2:29][NH:28][CH2:27][CH2:26]2)[CH:21]=[C:22]([F:24])[CH:23]=1.C(O)(=O)C.ClC(Cl)C.C([BH3-])#N, predict the reaction product. The product is: [F:17][C:18]1[CH:19]=[C:20]([CH:25]2[CH2:26][CH2:27][N:28]([CH2:1][C:3]3[CH:4]=[C:5]([C:14]([OH:16])=[O:15])[C:6](=[O:13])[N:7]4[C:12]=3[CH:11]=[CH:10][CH:9]=[CH:8]4)[CH2:29][CH2:30]2)[CH:21]=[C:22]([F:24])[CH:23]=1. (2) The product is: [CH2:21]([C:19]1[N:7]([C:1]2[CH:6]=[CH:5][CH:4]=[CH:3][CH:2]=2)[N:8]=[C:9]2[C:18]=1[C:17]1[CH:16]=[CH:15][CH:14]=[CH:13][C:12]=1[NH:11][C:10]2=[O:31])[CH2:22][CH2:23][CH3:24]. Given the reactants [C:1]1([N:7]2[C:19](=O)[C:18]3[C:17]4[CH:16]=[CH:15][CH:14]=[CH:13][C:12]=4[NH:11][CH2:10][C:9]=3[NH:8]2)[CH:6]=[CH:5][CH:4]=[CH:3][CH:2]=1.[CH2:21]([Li])[CH2:22][CH2:23][CH3:24].ICCCC.[O:31]1CCCC1, predict the reaction product.